This data is from Catalyst prediction with 721,799 reactions and 888 catalyst types from USPTO. The task is: Predict which catalyst facilitates the given reaction. (1) Reactant: [C:1]([C:5]1[O:9][N:8]=[C:7]([NH:10][C:11]([NH:13][C:14]2[CH:19]=[CH:18][C:17]([O:20][C:21]3[CH:26]=[CH:25][C:24]([NH:27]C(OC(C)(C)C)=O)=[CH:23][CH:22]=3)=[CH:16][CH:15]=2)=[O:12])[CH:6]=1)([CH3:4])([CH3:3])[CH3:2].Cl.O.[OH-].[Na+]. Product: [C:1]([C:5]1[O:9][N:8]=[C:7]([NH:10][C:11]([NH:13][C:14]2[CH:19]=[CH:18][C:17]([O:20][C:21]3[CH:22]=[CH:23][C:24]([NH2:27])=[CH:25][CH:26]=3)=[CH:16][CH:15]=2)=[O:12])[CH:6]=1)([CH3:4])([CH3:2])[CH3:3]. The catalyst class is: 225. (2) Reactant: C([O:5][C:6]([C:8]1[CH:13]=[C:12](OC2C=CC(NC)=C(N)C=2)[CH:11]=[CH:10][N:9]=1)=[O:7])(C)(C)C.NC(N)=S.IC.C(OC(C1C=C([O:43][C:44]2[CH:62]=[CH:61][C:47]3[N:48]([CH3:60])[C:49]([NH:51][C:52]4[CH:57]=[CH:56][C:55]([Br:58])=[C:54]([F:59])[CH:53]=4)=[N:50][C:46]=3[CH:45]=2)C=CN=1)=O)(C)(C)C.FC(F)(F)C(O)=O. Product: [Br:58][C:55]1[CH:56]=[CH:57][C:52]([NH:51][C:49]2[N:48]([CH3:60])[C:47]3[CH:61]=[CH:62][C:44]([O:43][C:8]4([C:6]([OH:7])=[O:5])[CH:13]=[CH:12][CH:11]=[CH:10][NH:9]4)=[CH:45][C:46]=3[N:50]=2)=[CH:53][C:54]=1[F:59]. The catalyst class is: 100. (3) Reactant: [CH2:1]([O:8][C:9]1[CH:10]=[C:11]2[C:15](=[CH:16][CH:17]=1)[NH:14][CH:13]=[C:12]2[C:18](=[O:36])[CH2:19][CH:20]1[CH2:25][CH2:24][N:23](C(OCC2C=CC=CC=2)=O)[CH2:22][CH2:21]1)[C:2]1[CH:7]=[CH:6][CH:5]=[CH:4][CH:3]=1.Cl. Product: [CH2:1]([O:8][C:9]1[CH:10]=[C:11]2[C:15](=[CH:16][CH:17]=1)[NH:14][CH:13]=[C:12]2[C:18](=[O:36])[CH2:19][CH:20]1[CH2:25][CH2:24][NH:23][CH2:22][CH2:21]1)[C:2]1[CH:3]=[CH:4][CH:5]=[CH:6][CH:7]=1. The catalyst class is: 5. (4) Reactant: N(C(OC(C)C)=O)=NC(OC(C)C)=O.[Br:15][C:16]1[CH:17]=[C:18]([OH:22])[CH:19]=[CH:20][CH:21]=1.[CH3:23][N:24]([CH3:28])[CH2:25][CH2:26]O.C1(P(C2C=CC=CC=2)C2C=CC=CC=2)C=CC=CC=1. Product: [Br:15][C:16]1[CH:17]=[C:18]([CH:19]=[CH:20][CH:21]=1)[O:22][CH2:26][CH2:25][N:24]([CH3:28])[CH3:23]. The catalyst class is: 1.